This data is from Forward reaction prediction with 1.9M reactions from USPTO patents (1976-2016). The task is: Predict the product of the given reaction. (1) Given the reactants [CH2:1]([C:3]1[C:4]([CH2:16][O:17][C:18]2[CH:23]=[CH:22][C:21]([C:24]3[C:28]([CH3:29])=[C:27]([C:30]([NH2:32])=O)[N:26]([CH3:33])[N:25]=3)=[CH:20][C:19]=2[CH3:34])=[C:5]([N:9]2[C:13](=[O:14])[N:12]([CH3:15])[N:11]=[N:10]2)[CH:6]=[CH:7][CH:8]=1)[CH3:2].CC1C(COC2C=CC(C3C(C)=C(C(N)=O)N(C)N=3)=CC=2C)=C(N2C(=O)N(C)N=N2)C=CC=1, predict the reaction product. The product is: [CH2:1]([C:3]1[C:4]([CH2:16][O:17][C:18]2[CH:23]=[CH:22][C:21]([C:24]3[C:28]([CH3:29])=[C:27]([C:30]#[N:32])[N:26]([CH3:33])[N:25]=3)=[CH:20][C:19]=2[CH3:34])=[C:5]([N:9]2[C:13](=[O:14])[N:12]([CH3:15])[N:11]=[N:10]2)[CH:6]=[CH:7][CH:8]=1)[CH3:2]. (2) Given the reactants [Cl:1][C:2]1[C:7]([C:8]2[S:9][C:10]3[CH:16]=[CH:15][CH:14]=[CH:13][C:11]=3[N:12]=2)=[C:6](Cl)[N:5]=[C:4]([N:18]2[CH2:23][CH2:22][O:21][CH2:20][CH2:19]2)[N:3]=1.[CH3:24][C:25]1([CH3:32])[O:29][CH:28]([CH2:30][NH2:31])[CH2:27][O:26]1, predict the reaction product. The product is: [S:9]1[C:10]2[CH:16]=[CH:15][CH:14]=[CH:13][C:11]=2[N:12]=[C:8]1[C:7]1[C:6]([NH:31][CH2:30][CH:28]2[CH2:27][O:26][C:25]([CH3:32])([CH3:24])[O:29]2)=[N:5][C:4]([N:18]2[CH2:23][CH2:22][O:21][CH2:20][CH2:19]2)=[N:3][C:2]=1[Cl:1]. (3) Given the reactants Cl[C:2]1[C:3](=[O:19])[N:4]([CH2:15][CH2:16][O:17][CH3:18])[S:5](=[O:14])(=[O:13])[C:6]=1[C:7]1[CH:12]=[CH:11][CH:10]=[CH:9][CH:8]=1.[CH2:20]1[C:28]2[C:23](=[CH:24][CH:25]=[CH:26][CH:27]=2)[CH2:22][CH:21]1[NH2:29], predict the reaction product. The product is: [CH2:20]1[C:28]2[C:23](=[CH:24][CH:25]=[CH:26][CH:27]=2)[CH2:22][CH:21]1[NH:29][C:2]1[C:3](=[O:19])[N:4]([CH2:15][CH2:16][O:17][CH3:18])[S:5](=[O:14])(=[O:13])[C:6]=1[C:7]1[CH:12]=[CH:11][CH:10]=[CH:9][CH:8]=1.